Dataset: Forward reaction prediction with 1.9M reactions from USPTO patents (1976-2016). Task: Predict the product of the given reaction. (1) Given the reactants [CH3:1][N:2]1[CH2:7][CH2:6][CH2:5][CH2:4][CH2:3]1.[Br:8][CH2:9][CH2:10][CH2:11][CH:12](Br)[CH2:13][CH3:14], predict the reaction product. The product is: [Br-:8].[CH2:9]([N+:2]1([CH3:1])[CH2:7][CH2:6][CH2:5][CH2:4][CH2:3]1)[CH2:10][CH2:11][CH2:12][CH2:13][CH2:14][N+:2]1([CH3:1])[CH2:7][CH2:6][CH2:5][CH2:4][CH2:3]1.[Br-:8]. (2) Given the reactants [CH3:1][C:2]1[CH:3]=[C:4]([Mg]Br)[CH:5]=[CH:6][C:7]=1[CH3:8].[Cl:11][C:12]1[CH:20]=[C:19]2[C:15]([C:16](=[O:22])[C:17](=[O:21])[NH:18]2)=[CH:14][CH:13]=1, predict the reaction product. The product is: [Cl:11][C:12]1[CH:20]=[C:19]2[C:15]([C:16]([C:4]3[CH:5]=[CH:6][C:7]([CH3:8])=[C:2]([CH3:1])[CH:3]=3)([OH:22])[C:17](=[O:21])[NH:18]2)=[CH:14][CH:13]=1. (3) Given the reactants [CH3:1][O:2][CH2:3][CH2:4][NH2:5].[I:6][C:7]1[CH:12]=[CH:11][C:10]([S:13](Cl)(=[O:15])=[O:14])=[CH:9][CH:8]=1, predict the reaction product. The product is: [I:6][C:7]1[CH:12]=[CH:11][C:10]([S:13]([NH:5][CH2:4][CH2:3][O:2][CH3:1])(=[O:15])=[O:14])=[CH:9][CH:8]=1. (4) Given the reactants Cl.[Cl:2][C:3]1[CH:8]=[C:7]([Cl:9])[CH:6]=[CH:5][C:4]=1[NH:10]N.[CH3:12][N:13]1[CH2:18][CH2:17][C:16](=O)[CH2:15][CH2:14]1, predict the reaction product. The product is: [Cl:2][C:3]1[C:4]2[NH:10][C:16]3[CH2:17][CH2:18][N:13]([CH3:12])[CH2:14][C:15]=3[C:5]=2[CH:6]=[C:7]([Cl:9])[CH:8]=1. (5) Given the reactants [F:1][CH:2]([F:29])[C:3]1[CH:8]=[CH:7][C:6]([C:9]([F:28])([F:27])[CH2:10][N:11]2[CH2:16][CH2:15][CH:14]([NH:17][C:18]3[C:19]4[CH:26]=[CH:25][NH:24][C:20]=4[N:21]=[CH:22][N:23]=3)[CH2:13][CH2:12]2)=[CH:5][CH:4]=1.[ClH:30].CCOCC, predict the reaction product. The product is: [ClH:30].[F:29][CH:2]([F:1])[C:3]1[CH:8]=[CH:7][C:6]([C:9]([F:28])([F:27])[CH2:10][N:11]2[CH2:12][CH2:13][CH:14]([NH:17][C:18]3[C:19]4[CH:26]=[CH:25][NH:24][C:20]=4[N:21]=[CH:22][N:23]=3)[CH2:15][CH2:16]2)=[CH:5][CH:4]=1. (6) Given the reactants [S:1]1[C:5]2[CH:6]=[CH:7][CH:8]=[CH:9][C:4]=2[N:3]=[C:2]1[NH:10][C:11](N1C=CN=C1)=[O:12].[NH2:18][CH2:19][C:20]#N.CC(OCC1C2C(=CC=CC=2)C(COC(C)=O)=C2C=1C=CC=C2)=O, predict the reaction product. The product is: [S:1]1[C:5]2[CH:6]=[CH:7][CH:8]=[CH:9][C:4]=2[N:3]=[C:2]1[NH:10][C:11](=[O:12])[CH2:20][C:19]#[N:18]. (7) Given the reactants [CH3:1][C:2]1[N:6]2[C:7](=[O:19])[C:8]3[NH:9][CH:10]=[N:11][C:12]=3[N:13]([CH2:14][CH2:15][CH2:16][CH2:17][CH3:18])[C:5]2=[N:4][N:3]=1.[Br:20]N1C(=O)CCC1=O, predict the reaction product. The product is: [Br:20][C:10]1[NH:9][C:8]2[C:7](=[O:19])[N:6]3[C:2]([CH3:1])=[N:3][N:4]=[C:5]3[N:13]([CH2:14][CH2:15][CH2:16][CH2:17][CH3:18])[C:12]=2[N:11]=1. (8) Given the reactants [Cl:1][C:2]1[CH:3]=[CH:4][C:5]2[CH:9]=[C:8]([S:10]([N:13]3[CH2:18][CH2:17][N:16]([CH2:19][C:20]([NH2:22])=[S:21])[CH2:15][CH2:14]3)(=[O:12])=[O:11])[S:7][C:6]=2[CH:23]=1.Br[CH:25]1[CH2:30][CH2:29][CH2:28][C:27](=[O:31])[C:26]1=O.C1(C)C=CC=CC=1.C([OH:44])(C)(C)C, predict the reaction product. The product is: [Cl:1][C:2]1[CH:3]=[CH:4][C:5]2[CH:9]=[C:8]([S:10]([N:13]3[CH2:18][CH2:17][N:16]([CH2:19][C:20]4[S:21][C:25]5[CH2:30][CH2:29][CH2:28][C:27](=[O:31])[C:26]=5[N:22]=4)[C:15](=[O:44])[CH2:14]3)(=[O:11])=[O:12])[S:7][C:6]=2[CH:23]=1. (9) Given the reactants [CH3:1][N:2]1[CH:6]=[CH:5][CH:4]=[C:3]1[Li].Br[C:9]1[CH:10]=[N:11][CH:12]=[CH:13][CH:14]=1, predict the reaction product. The product is: [CH3:1][N:2]1[CH:6]=[CH:5][CH:4]=[C:3]1[C:9]1[CH:10]=[N:11][CH:12]=[CH:13][CH:14]=1.